This data is from Reaction yield outcomes from USPTO patents with 853,638 reactions. The task is: Predict the reaction yield, written as a fraction of the theoretical maximum amount of product (1.0 means a 100% yield; for example, 0.34 means a 34% yield). (1) The reactants are [CH3:1][C:2]1[O:6][N:5]=[C:4]([C:7]2[CH:12]=[CH:11][CH:10]=[CH:9][CH:8]=2)[C:3]=1[CH2:13][O:14][C:15]1[CH:23]=[CH:22][C:18]([C:19]([OH:21])=O)=[CH:17][N:16]=1.Cl.[CH3:25][O:26][C:27](=[O:37])[C@H:28]([CH2:30][C:31]1[CH:36]=[CH:35][CH:34]=[CH:33][CH:32]=1)[NH2:29]. No catalyst specified. The product is [CH3:25][O:26][C:27](=[O:37])[C@@H:28]([NH:29][C:19]([C:18]1[CH:17]=[N:16][C:15]([O:14][CH2:13][C:3]2[C:4]([C:7]3[CH:8]=[CH:9][CH:10]=[CH:11][CH:12]=3)=[N:5][O:6][C:2]=2[CH3:1])=[CH:23][CH:22]=1)=[O:21])[CH2:30][C:31]1[CH:36]=[CH:35][CH:34]=[CH:33][CH:32]=1. The yield is 0.880. (2) The reactants are [OH:1][CH2:2][C@H:3]([NH:14][C:15]([C:17]1[C:26]2[C:21](=[CH:22][CH:23]=[C:24]([C:27]#[C:28][CH2:29][CH2:30][CH2:31][OH:32])[CH:25]=2)[N:20]=[C:19]([C:33]2[CH:38]=[C:37]([O:39][CH3:40])[C:36]([O:41][CH3:42])=[C:35]([O:43][CH3:44])[CH:34]=2)[CH:18]=1)=[O:16])[CH2:4][C:5]1[C:13]2[C:8](=[CH:9][CH:10]=[CH:11][CH:12]=2)[NH:7][CH:6]=1.[H][H]. The catalyst is [Pd].CO. The product is [OH:1][CH2:2][C@H:3]([NH:14][C:15]([C:17]1[C:26]2[C:21](=[CH:22][CH:23]=[C:24]([CH2:27][CH2:28][CH2:29][CH2:30][CH2:31][OH:32])[CH:25]=2)[N:20]=[C:19]([C:33]2[CH:34]=[C:35]([O:43][CH3:44])[C:36]([O:41][CH3:42])=[C:37]([O:39][CH3:40])[CH:38]=2)[CH:18]=1)=[O:16])[CH2:4][C:5]1[C:13]2[C:8](=[CH:9][CH:10]=[CH:11][CH:12]=2)[NH:7][CH:6]=1. The yield is 0.420. (3) The reactants are [NH2:1][C:2]1[CH:7]=[CH:6][C:5]([C:8]2[CH:13]=[CH:12][C:11]([C:14]([C@@H:16]3[CH2:19][CH2:18][C@H:17]3[C:20]([O:22]C)=[O:21])=[O:15])=[CH:10][CH:9]=2)=[CH:4][CH:3]=1.Cl[C:25]1[S:26][C:27]2[CH:33]=[C:32]([Cl:34])[CH:31]=[CH:30][C:28]=2[N:29]=1.[OH-].[Na+]. The catalyst is C(O)CCC. The product is [Cl:34][C:32]1[CH:31]=[CH:30][C:28]2[N:29]=[C:25]([NH:1][C:2]3[CH:7]=[CH:6][C:5]([C:8]4[CH:13]=[CH:12][C:11]([C:14]([C@@H:16]5[CH2:19][CH2:18][C@H:17]5[C:20]([OH:22])=[O:21])=[O:15])=[CH:10][CH:9]=4)=[CH:4][CH:3]=3)[S:26][C:27]=2[CH:33]=1. The yield is 0.100. (4) The reactants are [CH2:1]([OH:77])[C@H:2]1[O:7][C@@H:6]2[O:8][C@H:9]3[C@H:14]([OH:15])[C@@H:13]([OH:16])[C@@H:12]([O:17][C@H:18]4[C@H:23]([OH:24])[C@@H:22]([OH:25])[C@@H:21]([O:26][C@H:27]5[C@H:32]([OH:33])[C@@H:31]([OH:34])[C@@H:30]([O:35][C@H:36]6[C@H:41]([OH:42])[C@@H:40]([OH:43])[C@@H:39]([O:44][C@H:45]7[C@H:50]([OH:51])[C@@H:49]([OH:52])[C@@H:48]([O:53][C@H:54]8[C@H:60]([OH:61])[C@@H:59]([OH:62])[C@@H:57]([O:58][C@H:3]1[C@H:4]([OH:76])[C@H:5]2[OH:75])[O:56][C@@H:55]8[CH2:63][OH:64])[O:47][C@@H:46]7[CH2:65][OH:66])[O:38][C@@H:37]6[CH2:67][OH:68])[O:29][C@@H:28]5[CH2:69][OH:70])[O:20][C@@H:19]4[CH2:71][OH:72])[O:11][C@@H:10]3[CH2:73][OH:74].C(ON1C(=O)CCC1=O)(=O)CCCCCCC(ON1C(=O)CCC1=O)=O.C(ON1C(=O)CCC1=O)(=O)CCCCCCC(ON1C(=O)CCC1=O)=O. No catalyst specified. The product is [CH2:67]([OH:68])[C@H:37]1[O:38][C@@H:39]2[O:44][C@H:45]3[C@H:50]([OH:51])[C@@H:49]([OH:52])[C@@H:48]([O:53][C@H:54]4[C@H:60]([OH:61])[C@@H:59]([OH:62])[C@@H:57]([O:58][C@H:3]5[C@H:4]([OH:76])[C@@H:5]([OH:75])[C@@H:6]([O:8][C@H:9]6[C@H:14]([OH:15])[C@@H:13]([OH:16])[C@@H:12]([O:17][C@H:18]7[C@H:23]([OH:24])[C@@H:22]([OH:25])[C@@H:21]([O:26][C@H:27]8[C@H:32]([OH:33])[C@@H:31]([OH:34])[C@@H:30]([O:35][C@H:36]1[C@H:41]([OH:42])[C@H:40]2[OH:43])[O:29][C@@H:28]8[CH2:69][OH:70])[O:20][C@@H:19]7[CH2:71][OH:72])[O:11][C@@H:10]6[CH2:73][OH:74])[O:7][C@@H:2]5[CH2:1][OH:77])[O:56][C@@H:55]4[CH2:63][OH:64])[O:47][C@@H:46]3[CH2:65][OH:66]. The yield is 0.670. (5) The reactants are [C:1]([O:5][C:6]([N:8]1[CH2:12][CH2:11][C@@H:10]([C:13]([NH:15][NH:16][C:17]2[CH:22]=[CH:21][C:20]([F:23])=[CH:19][N:18]=2)=O)[CH2:9]1)=[O:7])([CH3:4])([CH3:3])[CH3:2].C1C=CC(P(C2C=CC=CC=2)C2C=CC=CC=2)=CC=1.CCN(CC)CC.ClC(Cl)(Cl)C(Cl)(Cl)Cl.CC(OC(OC(OC(C)(C)C)=O)=O)(C)C. The catalyst is C1COCC1.C(Cl)Cl.CO.O. The product is [C:1]([O:5][C:6]([N:8]1[CH2:12][CH2:11][C@@H:10]([C:13]2[N:18]3[CH:19]=[C:20]([F:23])[CH:21]=[CH:22][C:17]3=[N:16][N:15]=2)[CH2:9]1)=[O:7])([CH3:4])([CH3:3])[CH3:2]. The yield is 0.730. (6) The reactants are [NH2:1][C:2]1[S:6][C:5]([C:7]([O:9][C:10]([CH3:13])([CH3:12])[CH3:11])=[O:8])=[C:4]([CH3:14])[C:3]=1[C:15]#[N:16].[C:17]([N:25]=[C:26]=[O:27])(=[O:24])[C:18]1[CH:23]=[CH:22][CH:21]=[CH:20][CH:19]=1. The catalyst is O1CCOCC1.CCOC(C)=O. The product is [C:17]([NH:25][C:26](=[O:27])[NH:1][C:2]1[S:6][C:5]([C:7]([O:9][C:10]([CH3:12])([CH3:11])[CH3:13])=[O:8])=[C:4]([CH3:14])[C:3]=1[C:15]#[N:16])(=[O:24])[C:18]1[CH:23]=[CH:22][CH:21]=[CH:20][CH:19]=1. The yield is 0.840. (7) The reactants are [CH2:1]([C@@H:8]1[NH:13][CH2:12][CH2:11][N:10]([C:14]2[CH:19]=[CH:18][C:17]([O:20][CH3:21])=[C:16]([O:22][CH:23]3[CH2:27][CH2:26][CH2:25][CH2:24]3)[CH:15]=2)[CH2:9]1)[C:2]1[CH:7]=[CH:6][CH:5]=[CH:4][CH:3]=1.C[O:29][C:30](=O)[CH2:31][C:32]1[O:36][CH:35]=[N:34][CH:33]=1. No catalyst specified. The product is [CH2:1]([C@H:8]1[CH2:9][N:10]([C:14]2[CH:19]=[CH:18][C:17]([O:20][CH3:21])=[C:16]([O:22][CH:23]3[CH2:27][CH2:26][CH2:25][CH2:24]3)[CH:15]=2)[CH2:11][CH2:12][N:13]1[C:30](=[O:29])[CH2:31][C:32]1[O:36][CH:35]=[N:34][CH:33]=1)[C:2]1[CH:3]=[CH:4][CH:5]=[CH:6][CH:7]=1. The yield is 0.100. (8) The reactants are [Br:1][C:2]1[N:3]=[C:4]2[C:11](I)=[C:10]([C:13]3[CH:18]=[CH:17][C:16]([C:19]4([CH3:24])[O:23][CH2:22][CH2:21][O:20]4)=[CH:15][CH:14]=3)[N:9]([CH2:25][O:26][CH2:27][CH2:28][Si:29]([CH3:32])([CH3:31])[CH3:30])[C:5]2=[N:6][C:7]=1[CH3:8].[Li][CH2:34][CH2:35]CC.CI. The catalyst is C1COCC1. The product is [Br:1][C:2]1[N:3]=[C:4]2[C:11]([CH2:34][CH3:35])=[C:10]([C:13]3[CH:18]=[CH:17][C:16]([C:19]4([CH3:24])[O:23][CH2:22][CH2:21][O:20]4)=[CH:15][CH:14]=3)[N:9]([CH2:25][O:26][CH2:27][CH2:28][Si:29]([CH3:32])([CH3:31])[CH3:30])[C:5]2=[N:6][C:7]=1[CH3:8]. The yield is 0.640. (9) The reactants are [Br:1][C:2]1[CH:3]=[C:4]([C:9]2[N:10]=[C:11]3[CH:16]=[CH:15][CH:14]=[CH:13][N:12]3[C:17]=2[CH:18]=[O:19])[C:5]([Cl:8])=[N:6][CH:7]=1.[BH4-].[Na+].O. The catalyst is CO. The product is [Br:1][C:2]1[CH:3]=[C:4]([C:9]2[N:10]=[C:11]3[CH:16]=[CH:15][CH:14]=[CH:13][N:12]3[C:17]=2[CH2:18][OH:19])[C:5]([Cl:8])=[N:6][CH:7]=1. The yield is 0.290. (10) The reactants are [CH3:1][C:2]1[C:3]([C:29]([F:32])([F:31])[F:30])=[CH:4][C:5]2[N:14]([CH2:15][CH2:16][CH2:17][CH2:18][CH2:19][CH2:20][C:21]([O:23]CC)=[O:22])[C:13]3[C:8]([C:9](=[O:27])[NH:10][C:11](=[O:26])[N:12]=3)=[N:7][C:6]=2[CH:28]=1.Cl.C([O-])(O)=O.[Na+:38]. The catalyst is C1COCC1. The product is [CH3:1][C:2]1[C:3]([C:29]([F:30])([F:31])[F:32])=[CH:4][C:5]2[N:14]([CH2:15][CH2:16][CH2:17][CH2:18][CH2:19][CH2:20][C:21]([O-:23])=[O:22])[C:13]3[C:8]([C:9](=[O:27])[NH:10][C:11](=[O:26])[N:12]=3)=[N:7][C:6]=2[CH:28]=1.[Na+:38]. The yield is 0.470.